This data is from Reaction yield outcomes from USPTO patents with 853,638 reactions. The task is: Predict the reaction yield, written as a fraction of the theoretical maximum amount of product (1.0 means a 100% yield; for example, 0.34 means a 34% yield). (1) The product is [F:1][C:2]1[CH:7]=[CH:6][CH:5]=[CH:4][C:3]=1[S:8][CH3:11]. The catalyst is CN(C=O)C. The yield is 0.600. The reactants are [F:1][C:2]1[CH:7]=[CH:6][CH:5]=[CH:4][C:3]=1[SH:8].IC.[C:11](=O)([O-])[O-].[K+].[K+].C(O)(=O)CC(CC(O)=O)(C(O)=O)O. (2) The reactants are [C:1]12([C:11]3[CH:21]=[CH:20][C:14]([O:15][CH2:16][C:17](O)=[O:18])=[CH:13][CH:12]=3)[CH2:10][CH:5]3[CH2:6][CH:7]([CH2:9][CH:3]([CH2:4]3)[CH2:2]1)[CH2:8]2.[CH3:22][NH:23][CH3:24]. The catalyst is CN(C)C=O.C(OCC)(=O)C. The product is [C:1]12([C:11]3[CH:21]=[CH:20][C:14]([O:15][CH2:16][C:17]([N:23]([CH3:24])[CH3:22])=[O:18])=[CH:13][CH:12]=3)[CH2:10][CH:5]3[CH2:6][CH:7]([CH2:9][CH:3]([CH2:4]3)[CH2:2]1)[CH2:8]2. The yield is 0.903. (3) The reactants are [Br:1][C:2]1[CH:7]=[N:6][C:5]2=[CH:8][N:9]([CH2:11][C:12](=O)[CH3:13])[N:10]=[C:4]2[CH:3]=1.[Si]([O:22][CH:23]([CH3:35])[CH2:24][N:25]1[CH:34]=[C:28]2[N:29]=[CH:30][C:31]([Br:33])=[CH:32][C:27]2=[N:26]1)([C:18](C)(C)[CH3:19])(C)C.[Br:36][C:37]1[CH:38]=[C:39]([N+:45]([O-:47])=[O:46])[C:40]([CH:43]=[O:44])=[N:41][CH:42]=1.N[C:49]1[C:54]([N+:55]([O-:57])=[O:56])=[CH:53][C:52]([Br:58])=[CH:51][N:50]=1.II.BrC1C=C([N+]([O-])=O)C(I)=NC=1.I([O-])(=O)(=O)=O.[Na+]. The catalyst is O.C1COCC1.[Cu](Br)Br.[Os](=O)(=O)(=O)=O. The product is [NH2:41][C:12]([CH3:13])([CH2:11][N:9]1[CH:8]=[C:5]2[N:6]=[CH:7][C:2]([Br:1])=[CH:3][C:4]2=[N:10]1)[C:24]#[N:25].[Br:33][C:31]1[CH:30]=[N:29][C:28]2=[CH:34][N:25]([CH2:24][C:23](=[O:22])[CH3:35])[N:26]=[C:27]2[CH:32]=1.[Br:36][C:37]1[CH:38]=[C:39]([N+:45]([O-:47])=[O:46])[C:40]([CH:43]=[O:44])=[N:41][CH:42]=1.[Br:58][C:52]1[CH:53]=[C:54]([N+:55]([O-:57])=[O:56])[C:49]([CH:18]=[CH2:19])=[N:50][CH:51]=1. The yield is 0.800. (4) The yield is 0.600. The product is [Cl:17][C:18]1[CH:19]=[C:20]([CH:25]=[CH:26][CH:27]=1)[C:21]([OH:23])=[O:22]. The catalyst is ClCCl. The reactants are C(SCCNC(=O)CCN1C=CC=C1)C=C.[Cl:17][C:18]1[CH:19]=[C:20]([CH:25]=[CH:26][CH:27]=1)[C:21]([O:23]O)=[O:22]. (5) The reactants are [F:1][CH:2]([F:17])[CH2:3][NH:4][CH:5]1[CH2:11][CH2:10][C:9]2[CH:12]=[C:13]([NH2:16])[CH:14]=[CH:15][C:8]=2[CH2:7][CH2:6]1.Cl[C:19]1[N:24]=[C:23]([NH:25][C@@H:26]2[C@@H:31]3[CH2:32][C@@H:28]([CH:29]=[CH:30]3)[C@@H:27]2[C:33]([NH2:35])=[O:34])[C:22]([Cl:36])=[CH:21][N:20]=1. No catalyst specified. The product is [Cl:36][C:22]1[C:23]([NH:25][C@@H:26]2[C@@H:31]3[CH2:32][C@@H:28]([CH:29]=[CH:30]3)[C@@H:27]2[C:33]([NH2:35])=[O:34])=[N:24][C:19]([NH:16][C:13]2[CH:14]=[CH:15][C:8]3[CH2:7][CH2:6][CH:5]([NH:4][CH2:3][CH:2]([F:17])[F:1])[CH2:11][CH2:10][C:9]=3[CH:12]=2)=[N:20][CH:21]=1. The yield is 0.517.